Dataset: Drug-target binding data from BindingDB using IC50 measurements. Task: Regression. Given a target protein amino acid sequence and a drug SMILES string, predict the binding affinity score between them. We predict pIC50 (pIC50 = -log10(IC50 in M); higher means more potent). Dataset: bindingdb_ic50. (1) The compound is Cc1cc(C)c2nc(NC(=O)c3ccc([N+](=O)[O-])o3)sc2c1. The target protein (O00482) has sequence MSSNSDTGDLQESLKHGLTPIGAGLPDRHGSPIPARGRLVMLPKVETEALGLARSHGEQGQMPENMQVSQFKMVNYSYDEDLEELCPVCGDKVSGYHYGLLTCESCKGFFKRTVQNNKRYTCIENQNCQIDKTQRKRCPYCRFQKCLSVGMKLEAVRADRMRGGRNKFGPMYKRDRALKQQKKALIRANGLKLEAMSQVIQAMPSDLTISSAIQNIHSASKGLPLNHAALPPTDYDRSPFVTSPISMTMPPHGSLQGYQTYGHFPSRAIKSEYPDPYTSSPESIMGYSYMDSYQTSSPASIPHLILELLKCEPDEPQVQAKIMAYLQQEQANRSKHEKLSTFGLMCKMADQTLFSIVEWARSSIFFRELKVDDQMKLLQNCWSELLILDHIYRQVVHGKEGSIFLVTGQQVDYSIIASQAGATLNNLMSHAQELVAKLRSLQFDQREFVCLKFLVLFSLDVKNLENFQLVEGVQEQVNAALLDYTMCNYPQQTEKFGQLL.... The pIC50 is 4.5. (2) The small molecule is Nc1ncnc2c1ncn2[C@@H]1C[C@H](CO)[C@@H](O)[C@H]1O. The target protein (P50250) has sequence MVENKSKVKDISLAPFGKMQMEISENEMPGLMRIREEYGKDQPLKNAKITGCLHMTVECALLIETLQKLGAQIRWCSCNIYSTADYAAAAVSTLENVTVFAWKNETLEEYWWCVESALTWGDGDDNGPDMIVDDGGDATLLVHKGVEYEKLYEEKNILPDPEKAKNEEERCFLTLLKNSILKNPKKWTNIAKKIIGVSEETTTGVLRLKKMDKQNELLFTAINVNDAVTKQKYDNVYGCRHSLPDGLMRATDFLISGKIVVICGYGDVGKGCASSMKGLGARVYITEIDPICAIQAVMEGFNVVTLDEIVDKGDFFITCTGNVDVIKLEHLLKMKNNAVVGNIGHFDDEIQVNELFNYKGIHIENVKPQVDRITLPNGNKIIVLARGRLLNLGCATGHPAFVMSFSFCNQTFAQLDLWQNKDTNKYENKVYLLPKHLDEKVALYHLKKLNASLTELDDNQCQFLGVNKSGPFKSNEYRY. The pIC50 is 4.2.